This data is from Reaction yield outcomes from USPTO patents with 853,638 reactions. The task is: Predict the reaction yield, written as a fraction of the theoretical maximum amount of product (1.0 means a 100% yield; for example, 0.34 means a 34% yield). The reactants are Cl.Cl.[CH3:3][C:4]1[N:8]([CH:9]2[CH2:15][CH:14]3[N:16]([CH2:17][CH2:18][C:19]4([C:25]5[CH:30]=[CH:29][CH:28]=[CH:27][CH:26]=5)[CH2:24][CH2:23][NH:22][CH2:21][CH2:20]4)[CH:11]([CH2:12][CH2:13]3)[CH2:10]2)[C:7]2[CH:31]=[CH:32][CH:33]=[CH:34][C:6]=2[N:5]=1.C(N(CC)CC)C.[S:42]1[CH:46]=[CH:45][N:44]=[C:43]1[CH:47]=O.O([BH-](OC(C)=O)OC(C)=O)C(C)=O.[Na+]. The catalyst is ClCCCl. The product is [CH3:3][C:4]1[N:8]([CH:9]2[CH2:15][CH:14]3[N:16]([CH2:17][CH2:18][C:19]4([C:25]5[CH:30]=[CH:29][CH:28]=[CH:27][CH:26]=5)[CH2:20][CH2:21][N:22]([CH2:47][C:43]5[S:42][CH:46]=[CH:45][N:44]=5)[CH2:23][CH2:24]4)[CH:11]([CH2:12][CH2:13]3)[CH2:10]2)[C:7]2[CH:31]=[CH:32][CH:33]=[CH:34][C:6]=2[N:5]=1. The yield is 0.870.